Dataset: Forward reaction prediction with 1.9M reactions from USPTO patents (1976-2016). Task: Predict the product of the given reaction. (1) Given the reactants [C:1]([NH:4][C:5]1[CH:10]=[CH:9][C:8]([C:11]2[C:16]([C:17]#[N:18])=[C:15]([NH2:19])[N:14]=[C:13]([S:20][CH2:21][C:22]3[N:27]=[C:26]([CH2:28][CH2:29][C:30]([O:32]C)=[O:31])[CH:25]=[CH:24][CH:23]=3)[N:12]=2)=[CH:7][CH:6]=1)(=[O:3])[CH3:2].C(#N)C.O.[OH-].[Li+].C(O)(=O)CC(CC(O)=O)(C(O)=O)O, predict the reaction product. The product is: [C:1]([NH:4][C:5]1[CH:10]=[CH:9][C:8]([C:11]2[C:16]([C:17]#[N:18])=[C:15]([NH2:19])[N:14]=[C:13]([S:20][CH2:21][C:22]3[N:27]=[C:26]([CH2:28][CH2:29][C:30]([OH:32])=[O:31])[CH:25]=[CH:24][CH:23]=3)[N:12]=2)=[CH:7][CH:6]=1)(=[O:3])[CH3:2]. (2) Given the reactants C([O:5][C:6](=[O:18])[CH2:7][NH:8][C:9](=[O:17])[C:10]1[CH:15]=[CH:14][C:13]([OH:16])=[CH:12][CH:11]=1)(C)(C)C.[CH:19]1([CH2:22][CH2:23][CH2:24][CH2:25]O)[CH2:21][CH2:20]1, predict the reaction product. The product is: [CH:19]1([CH2:22][CH2:23][CH2:24][CH2:25][O:16][C:13]2[CH:12]=[CH:11][C:10]([C:9]([NH:8][CH2:7][C:6]([OH:5])=[O:18])=[O:17])=[CH:15][CH:14]=2)[CH2:21][CH2:20]1. (3) Given the reactants Br[C:2]1[CH:3]=[CH:4][C:5]([CH2:8][N:9]2[C:18]3[C:13](=[C:14]([F:20])[CH:15]=[CH:16][C:17]=3[F:19])[C:12](=[O:21])[C:11]([C:22]([O:24][CH2:25][CH3:26])=[O:23])=[CH:10]2)=[N:6][CH:7]=1.CC1(C)C(C)(C)OB([C:35]2[CH:36]=[N:37][N:38](C(OC(C)(C)C)=O)[CH:39]=2)O1.C(=O)([O-])[O-].[Cs+].[Cs+].C(OCC)(=O)C, predict the reaction product. The product is: [F:20][C:14]1[CH:15]=[CH:16][C:17]([F:19])=[C:18]2[C:13]=1[C:12](=[O:21])[C:11]([C:22]([O:24][CH2:25][CH3:26])=[O:23])=[CH:10][N:9]2[CH2:8][C:5]1[CH:4]=[CH:3][C:2]([C:35]2[CH:36]=[N:37][NH:38][CH:39]=2)=[CH:7][N:6]=1.